Predict the reaction yield, written as a fraction of the theoretical maximum amount of product (1.0 means a 100% yield; for example, 0.34 means a 34% yield). From a dataset of Reaction yield outcomes from USPTO patents with 853,638 reactions. (1) The reactants are N[C:2]1[CH:3]=[C:4]([NH:12][C:13]([C:15]2[C:24](=[O:25])[C:23]3[C:18](=[CH:19][CH:20]=[CH:21][CH:22]=3)[NH:17][CH:16]=2)=[O:14])[CH:5]=[CH:6][C:7]=1[C:8]([CH3:11])([CH3:10])[CH3:9].[C:26](O)(=O)C.C=O.[C:32]([BH3-])#[N:33].[Na+]. The catalyst is C(Cl)Cl.CO.CCOCC. The product is [CH3:26][N:33]([CH3:32])[C:2]1[CH:3]=[C:4]([NH:12][C:13]([C:15]2[C:24](=[O:25])[C:23]3[C:18](=[CH:19][CH:20]=[CH:21][CH:22]=3)[NH:17][CH:16]=2)=[O:14])[CH:5]=[CH:6][C:7]=1[C:8]([CH3:11])([CH3:10])[CH3:9]. The yield is 0.170. (2) The reactants are [Cl:1][C:2]1[N:7]=[CH:6][C:5]([CH2:8][N:9]2[C:14]([CH3:15])=[CH:13][C:12](=[O:16])[N:11]3[N:17]=[C:18]([OH:20])[N:19]=[C:10]23)=[CH:4][CH:3]=1.[H-].[Na+].[CH3:23][O:24][CH2:25]Cl.O. The catalyst is CN(C)C=O. The product is [Cl:1][C:2]1[N:7]=[CH:6][C:5]([CH2:8][N:9]2[C:14]([CH3:15])=[CH:13][C:12](=[O:16])[N:11]3[N:17]=[C:18]([O:20][CH2:23][O:24][CH3:25])[N:19]=[C:10]23)=[CH:4][CH:3]=1. The yield is 0.290.